From a dataset of Full USPTO retrosynthesis dataset with 1.9M reactions from patents (1976-2016). Predict the reactants needed to synthesize the given product. (1) Given the product [CH3:23][N:17]1[CH2:16][C:15]2[C:19](=[CH:20][CH:21]=[C:13]([C:11]3[S:12][C:8]([C:4]4[CH:3]=[C:2]([NH:1][S:32]([C:29]5[CH:28]=[CH:27][C:26]([C:25]([F:24])([F:36])[F:37])=[CH:31][CH:30]=5)(=[O:34])=[O:33])[CH:7]=[N:6][CH:5]=4)=[CH:9][CH:10]=3)[CH:14]=2)[C:18]1=[O:22], predict the reactants needed to synthesize it. The reactants are: [NH2:1][C:2]1[CH:3]=[C:4]([C:8]2[S:12][C:11]([C:13]3[CH:14]=[C:15]4[C:19](=[CH:20][CH:21]=3)[C:18](=[O:22])[N:17]([CH3:23])[CH2:16]4)=[CH:10][CH:9]=2)[CH:5]=[N:6][CH:7]=1.[F:24][C:25]([F:37])([F:36])[C:26]1[CH:31]=[CH:30][C:29]([S:32](Cl)(=[O:34])=[O:33])=[CH:28][CH:27]=1. (2) Given the product [NH2:31][C:28]1[N:29]=[CH:30][C:25]([CH2:24][N:13]2[C:12](=[O:39])[C:11]([NH:10][C:7]3[CH:6]=[CH:5][C:4]([O:3][CH:2]([F:40])[F:1])=[CH:9][CH:8]=3)=[C:15]([C:16]3[CH:21]=[CH:20][CH:19]=[CH:18][CH:17]=3)[S:14]2(=[O:22])=[O:23])=[CH:26][CH:27]=1, predict the reactants needed to synthesize it. The reactants are: [F:1][CH:2]([F:40])[O:3][C:4]1[CH:9]=[CH:8][C:7]([NH:10][C:11]2[C:12](=[O:39])[N:13]([CH2:24][C:25]3[CH:26]=[CH:27][C:28]([NH:31]C(=O)OC(C)(C)C)=[N:29][CH:30]=3)[S:14](=[O:23])(=[O:22])[C:15]=2[C:16]2[CH:21]=[CH:20][CH:19]=[CH:18][CH:17]=2)=[CH:6][CH:5]=1.FC(F)OC1C=CC(N)=CC=1.